This data is from NCI-60 drug combinations with 297,098 pairs across 59 cell lines. The task is: Regression. Given two drug SMILES strings and cell line genomic features, predict the synergy score measuring deviation from expected non-interaction effect. (1) Drug 1: COC1=CC(=CC(=C1O)OC)C2C3C(COC3=O)C(C4=CC5=C(C=C24)OCO5)OC6C(C(C7C(O6)COC(O7)C8=CC=CS8)O)O. Drug 2: C1C(C(OC1N2C=NC(=NC2=O)N)CO)O. Cell line: BT-549. Synergy scores: CSS=46.9, Synergy_ZIP=4.33, Synergy_Bliss=5.27, Synergy_Loewe=8.87, Synergy_HSA=10.0. (2) Drug 1: CC1=C(C(=O)C2=C(C1=O)N3CC4C(C3(C2COC(=O)N)OC)N4)N. Drug 2: C(CN)CNCCSP(=O)(O)O. Cell line: SNB-19. Synergy scores: CSS=40.1, Synergy_ZIP=1.26, Synergy_Bliss=0.590, Synergy_Loewe=-71.5, Synergy_HSA=-2.00. (3) Drug 1: C1=CC(=CC=C1C#N)C(C2=CC=C(C=C2)C#N)N3C=NC=N3. Drug 2: CCC1(C2=C(COC1=O)C(=O)N3CC4=CC5=C(C=CC(=C5CN(C)C)O)N=C4C3=C2)O.Cl. Cell line: BT-549. Synergy scores: CSS=16.9, Synergy_ZIP=-2.96, Synergy_Bliss=2.51, Synergy_Loewe=-6.37, Synergy_HSA=2.73. (4) Drug 1: C(CC(=O)O)C(=O)CN.Cl. Drug 2: CC(C)NC(=O)C1=CC=C(C=C1)CNNC.Cl. Cell line: MOLT-4. Synergy scores: CSS=27.9, Synergy_ZIP=-0.0304, Synergy_Bliss=2.21, Synergy_Loewe=-9.68, Synergy_HSA=-0.931. (5) Drug 2: C1=CN(C(=O)N=C1N)C2C(C(C(O2)CO)O)O.Cl. Synergy scores: CSS=70.6, Synergy_ZIP=0.169, Synergy_Bliss=0.0199, Synergy_Loewe=-3.65, Synergy_HSA=2.60. Cell line: CCRF-CEM. Drug 1: C1CCC(CC1)NC(=O)N(CCCl)N=O. (6) Drug 2: C(CCl)NC(=O)N(CCCl)N=O. Synergy scores: CSS=4.80, Synergy_ZIP=-2.82, Synergy_Bliss=-6.70, Synergy_Loewe=1.29, Synergy_HSA=-6.62. Drug 1: CC1=C(C=C(C=C1)C(=O)NC2=CC(=CC(=C2)C(F)(F)F)N3C=C(N=C3)C)NC4=NC=CC(=N4)C5=CN=CC=C5. Cell line: NCIH23. (7) Drug 2: C1CNP(=O)(OC1)N(CCCl)CCCl. Synergy scores: CSS=3.31, Synergy_ZIP=1.44, Synergy_Bliss=5.15, Synergy_Loewe=1.64, Synergy_HSA=1.64. Cell line: SW-620. Drug 1: COC1=C2C(=CC3=C1OC=C3)C=CC(=O)O2. (8) Drug 1: C1=CC(=CC=C1CCC2=CNC3=C2C(=O)NC(=N3)N)C(=O)NC(CCC(=O)O)C(=O)O. Drug 2: C1=CC(=CC=C1C#N)C(C2=CC=C(C=C2)C#N)N3C=NC=N3. Cell line: NCI-H460. Synergy scores: CSS=36.8, Synergy_ZIP=1.75, Synergy_Bliss=-1.65, Synergy_Loewe=-24.1, Synergy_HSA=-4.29.